Dataset: Forward reaction prediction with 1.9M reactions from USPTO patents (1976-2016). Task: Predict the product of the given reaction. (1) Given the reactants [N+:1]([C:4]1[CH:5]=[C:6]([C:10]2[CH:15]=[CH:14][CH:13]=[C:12]([C:16]3[N:21]=[C:20]([C:22]([F:25])([F:24])[F:23])[CH:19]=[C:18]([C:26]4[CH:31]=[CH:30][C:29]([C:32]([F:35])([F:34])[F:33])=[CH:28][CH:27]=4)[N:17]=3)[CH:11]=2)[CH:7]=[CH:8][CH:9]=1)([O-])=O.C1COCC1, predict the reaction product. The product is: [F:25][C:22]([F:23])([F:24])[C:20]1[CH:19]=[C:18]([C:26]2[CH:31]=[CH:30][C:29]([C:32]([F:35])([F:34])[F:33])=[CH:28][CH:27]=2)[N:17]=[C:16]([C:12]2[CH:11]=[C:10]([C:6]3[CH:7]=[CH:8][CH:9]=[C:4]([NH2:1])[CH:5]=3)[CH:15]=[CH:14][CH:13]=2)[N:21]=1. (2) Given the reactants [CH3:1][C:2]1[C:3]([N:9]2[CH2:14][CH2:13][N:12]([C:15]([C:17]3[CH:22]=[CH:21][C:20]([N:23]4[CH:27]([CH3:28])[C:26](=[O:29])[NH:25][C:24]4=[O:30])=[CH:19][CH:18]=3)=[O:16])[CH2:11][CH2:10]2)=[N:4][CH:5]=[C:6]([CH3:8])[CH:7]=1.[CH3:31]I, predict the reaction product. The product is: [CH3:1][C:2]1[C:3]([N:9]2[CH2:10][CH2:11][N:12]([C:15]([C:17]3[CH:22]=[CH:21][C:20]([N:23]4[CH:27]([CH3:28])[C:26](=[O:29])[N:25]([CH3:31])[C:24]4=[O:30])=[CH:19][CH:18]=3)=[O:16])[CH2:13][CH2:14]2)=[N:4][CH:5]=[C:6]([CH3:8])[CH:7]=1. (3) Given the reactants [OH:1][C:2]1[CH:11]=[C:10]2[C:5]([CH:6]=[C:7]([S:16](Cl)(=[O:18])=[O:17])[CH:8]=[C:9]2[S:12](Cl)(=[O:14])=[O:13])=[CH:4][CH:3]=1.[CH3:20][C:21]1[CH:27]=[C:26]([CH3:28])[CH:25]=[CH:24][C:22]=1[NH2:23], predict the reaction product. The product is: [CH3:20][C:21]1[CH:27]=[C:26]([CH3:28])[CH:25]=[CH:24][C:22]=1[NH:23][S:12]([C:9]1[C:10]2[C:5](=[CH:4][CH:3]=[C:2]([OH:1])[CH:11]=2)[CH:6]=[C:7]([S:16]([NH:23][C:22]2[CH:24]=[CH:25][C:26]([CH3:28])=[CH:27][C:21]=2[CH3:20])(=[O:18])=[O:17])[CH:8]=1)(=[O:14])=[O:13]. (4) Given the reactants CC1(C)C(C)(C)OB([C:9]2[CH:10]=[CH:11][C:12]3[O:16][C:15]([CH:17]4[CH2:22][CH2:21][N:20]([C:23]([O:25][C:26]([CH3:29])([CH3:28])[CH3:27])=[O:24])[CH2:19][CH2:18]4)=[N:14][C:13]=3[CH:30]=2)O1.Br[C:33]1[CH:38]=[CH:37][C:36]([O:39][CH:40]([CH3:42])[CH3:41])=[C:35]([F:43])[CH:34]=1, predict the reaction product. The product is: [F:43][C:35]1[CH:34]=[C:33]([C:9]2[CH:10]=[CH:11][C:12]3[O:16][C:15]([CH:17]4[CH2:22][CH2:21][N:20]([C:23]([O:25][C:26]([CH3:27])([CH3:29])[CH3:28])=[O:24])[CH2:19][CH2:18]4)=[N:14][C:13]=3[CH:30]=2)[CH:38]=[CH:37][C:36]=1[O:39][CH:40]([CH3:42])[CH3:41]. (5) Given the reactants [F:1][C:2]1[CH:3]=[C:4]([S:8][CH2:9][CH:10]([OH:30])[CH:11]([NH:16][C:17](=[O:29])[C:18]2[CH:23]=[CH:22][C:21]([F:24])=[CH:20][C:19]=2[C:25]([F:28])([F:27])[F:26])[C:12](OC)=[O:13])[CH:5]=[CH:6][CH:7]=1.[CH3:31][NH2:32], predict the reaction product. The product is: [F:1][C:2]1[CH:3]=[C:4]([S:8][CH2:9][CH:10]([OH:30])[CH:11]([NH:16][C:17](=[O:29])[C:18]2[CH:23]=[CH:22][C:21]([F:24])=[CH:20][C:19]=2[C:25]([F:28])([F:27])[F:26])[C:12]([NH:32][CH3:31])=[O:13])[CH:5]=[CH:6][CH:7]=1. (6) Given the reactants [F:1][C:2]([F:14])([F:13])[S:3][C:4]1[CH:9]=[CH:8][C:7]([C:10](=O)[CH3:11])=[CH:6][CH:5]=1.[O:15]1[C:19]2=[N:20][CH:21]=[CH:22][CH:23]=[C:18]2[C:17]([NH2:24])=[N:16]1.C([SiH](CC)CC)C.C(O)(C(F)(F)F)=O.C([O-])(O)=O.[Na+], predict the reaction product. The product is: [F:1][C:2]([F:14])([F:13])[S:3][C:4]1[CH:9]=[CH:8][C:7]([CH:10]([NH:24][C:17]2[C:18]3[C:19](=[N:20][CH:21]=[CH:22][CH:23]=3)[O:15][N:16]=2)[CH3:11])=[CH:6][CH:5]=1. (7) Given the reactants [Na+].[I-:2].[C:3]([Si:7]([O:10][C@@H:11]1[C:19]2[C:14](=[C:15](Br)[CH:16]=[CH:17][CH:18]=2)[CH2:13][CH2:12]1)([CH3:9])[CH3:8])([CH3:6])([CH3:5])[CH3:4].O, predict the reaction product. The product is: [C:3]([Si:7]([O:10][C@@H:11]1[C:19]2[C:14](=[C:15]([I:2])[CH:16]=[CH:17][CH:18]=2)[CH2:13][CH2:12]1)([CH3:9])[CH3:8])([CH3:6])([CH3:5])[CH3:4]. (8) Given the reactants [OH:1][CH2:2][CH:3]([CH2:5][OH:6])[OH:4].[H-].[Na+].[S:9]1[CH:13]=[N:12][N:11]=[C:10]1[C:14]1[CH:19]=[CH:18][CH:17]=[CH:16][C:15]=1[NH:20][C:21]([C:23]1[CH:28]=[C:27](Cl)[N:26]=[C:25]([C:30]2[CH:35]=[CH:34][CH:33]=[CH:32][CH:31]=2)[N:24]=1)=[O:22], predict the reaction product. The product is: [S:9]1[CH:13]=[N:12][N:11]=[C:10]1[C:14]1[CH:19]=[CH:18][CH:17]=[CH:16][C:15]=1[NH:20][C:21]([C:23]1[CH:28]=[C:27]([O:1][CH2:2][CH:3]([OH:4])[CH2:5][OH:6])[N:26]=[C:25]([C:30]2[CH:31]=[CH:32][CH:33]=[CH:34][CH:35]=2)[N:24]=1)=[O:22].